From a dataset of Full USPTO retrosynthesis dataset with 1.9M reactions from patents (1976-2016). Predict the reactants needed to synthesize the given product. (1) Given the product [ClH:35].[Cl:35][CH2:21][CH2:20][CH2:19][NH:18][C:22]([C:24]1[CH:29]=[CH:28][C:27]([N:15]2[CH2:16][CH2:17][CH:12]([O:11][CH:8]3[CH2:9][CH2:10][N:5]([CH:1]4[CH2:4][CH2:3][CH2:2]4)[CH2:6][CH2:7]3)[CH2:13][CH2:14]2)=[CH:26][N:25]=1)=[O:23], predict the reactants needed to synthesize it. The reactants are: [CH:1]1([N:5]2[CH2:10][CH2:9][CH:8]([O:11][CH:12]3[CH2:17][CH2:16][NH:15][CH2:14][CH2:13]3)[CH2:7][CH2:6]2)[CH2:4][CH2:3][CH2:2]1.[N:18]1([C:22]([C:24]2[CH:29]=[CH:28][C:27](Br)=[CH:26][N:25]=2)=[O:23])[CH2:21][CH2:20][CH2:19]1.N1CCC1.[ClH:35]. (2) Given the product [CH2:1]([C:3]1[C:4]([NH:34][CH:31]2[C:32]3[C:27](=[CH:26][CH:25]=[C:24]([O:23][CH3:22])[CH:33]=3)[CH2:28][CH2:29][CH2:30]2)=[N:5][C:6]([CH2:9][CH3:10])=[CH:7][N:8]=1)[CH3:2], predict the reactants needed to synthesize it. The reactants are: [CH2:1]([C:3]1[C:4](N[C@@H]2C3C(=CC=CC=3)C[C@@H]2O)=[N:5][C:6]([CH2:9][CH3:10])=[CH:7][N:8]=1)[CH3:2].[CH3:22][O:23][C:24]1[CH:33]=[C:32]2[C:27]([CH2:28][CH2:29][CH2:30][CH:31]2[NH2:34])=[CH:26][CH:25]=1. (3) Given the product [CH:18]1([CH2:17][C@@H:13]([C:14]([N:27]2[CH2:28][C@H:24]([F:23])[CH2:25][C@H:26]2[C:29]2[NH:30][C:31]3=[CH:40][C:39]4[O:38][CH2:37][CH2:36][O:35][C:34]=4[CH:33]=[C:32]3[N:41]=2)=[O:16])[CH2:12][N:9]([OH:8])[CH:10]=[O:11])[CH2:19][CH2:20][CH2:21][CH2:22]1, predict the reactants needed to synthesize it. The reactants are: C([O:8][N:9]([CH2:12][C@@H:13]([CH2:17][CH:18]1[CH2:22][CH2:21][CH2:20][CH2:19]1)[C:14]([OH:16])=O)[CH:10]=[O:11])C1C=CC=CC=1.[F:23][C@H:24]1[CH2:28][NH:27][C@H:26]([C:29]2[NH:41][C:32]3=[CH:33][C:34]4[O:35][CH2:36][CH2:37][O:38][C:39]=4[CH:40]=[C:31]3[N:30]=2)[CH2:25]1. (4) The reactants are: [C:1]1([Li])[CH:6]=[CH:5][CH:4]=[CH:3][CH:2]=1.[C:8]1([CH:14]2[CH2:19][CH2:18][C:17](=[O:20])[CH:16]=[CH:15]2)[CH:13]=[CH:12][CH:11]=[CH:10][CH:9]=1.B(F)(F)F.CCOCC. Given the product [C:1]1([C@H:19]2[C@H:14]([C:8]3[CH:13]=[CH:12][CH:11]=[CH:10][CH:9]=3)[CH2:15][CH2:16][C:17](=[O:20])[CH2:18]2)[CH:6]=[CH:5][CH:4]=[CH:3][CH:2]=1, predict the reactants needed to synthesize it. (5) Given the product [CH:35]1([CH:23]([CH:17]2[CH2:22][CH2:21][CH2:20][CH2:19][CH2:18]2)[C:24]([NH:26][C@H:27]2[C@H:34]3[C@H:30]([CH2:31][N:32]([C:14](=[O:16])[C@H:9]([NH:8][C:6](=[O:7])[O:5][C:1]([CH3:2])([CH3:3])[CH3:4])[CH2:10][CH:11]([CH3:12])[CH3:13])[CH2:33]3)[CH2:29][CH2:28]2)=[O:25])[CH2:36][CH2:37][CH2:38][CH2:39][CH2:40]1, predict the reactants needed to synthesize it. The reactants are: [C:1]([O:5][C:6]([NH:8][C@@H:9]([C:14]([OH:16])=O)[CH2:10][CH:11]([CH3:13])[CH3:12])=[O:7])([CH3:4])([CH3:3])[CH3:2].[CH:17]1([CH:23]([CH:35]2[CH2:40][CH2:39][CH2:38][CH2:37][CH2:36]2)[C:24]([NH:26][C@H:27]2[C@H:34]3[C@H:30]([CH2:31][NH:32][CH2:33]3)[CH2:29][CH2:28]2)=[O:25])[CH2:22][CH2:21][CH2:20][CH2:19][CH2:18]1.OC1C2N=NNC=2C=CC=1.CN(C)CCCN=C=NCC. (6) Given the product [I:12][C:3]1[C:4]2[CH2:5][CH2:6][CH2:7][CH2:8][C:9]=2[NH:1][N:2]=1, predict the reactants needed to synthesize it. The reactants are: [NH:1]1[C:9]2[CH2:8][CH2:7][CH2:6][CH2:5][C:4]=2[CH:3]=[N:2]1.[OH-].[K+].[I:12]I.